Dataset: Full USPTO retrosynthesis dataset with 1.9M reactions from patents (1976-2016). Task: Predict the reactants needed to synthesize the given product. Given the product [O:1]([C:8]1[CH:13]=[CH:12][CH:11]=[C:10]([C:14]2[CH:18]=[C:17]([CH2:19][CH2:20][CH2:21][N:32]3[CH2:33][CH2:34][N:29]([C:23]4[CH:28]=[CH:27][CH:26]=[CH:25][CH:24]=4)[CH2:30][CH2:31]3)[O:16][N:15]=2)[CH:9]=1)[C:2]1[CH:3]=[CH:4][CH:5]=[CH:6][CH:7]=1, predict the reactants needed to synthesize it. The reactants are: [O:1]([C:8]1[CH:9]=[C:10]([C:14]2[CH:18]=[C:17]([CH2:19][CH2:20][CH:21]=O)[O:16][N:15]=2)[CH:11]=[CH:12][CH:13]=1)[C:2]1[CH:7]=[CH:6][CH:5]=[CH:4][CH:3]=1.[C:23]1([N:29]2[CH2:34][CH2:33][NH:32][CH2:31][CH2:30]2)[CH:28]=[CH:27][CH:26]=[CH:25][CH:24]=1.[BH-](OC(C)=O)(OC(C)=O)OC(C)=O.[Na+].